Dataset: Catalyst prediction with 721,799 reactions and 888 catalyst types from USPTO. Task: Predict which catalyst facilitates the given reaction. Reactant: [C:1](Cl)(=[O:3])[CH3:2].[CH3:5][N:6]1[CH2:11][CH2:10][CH:9]([O:12][C:13]2[N:18]=[C:17]([NH2:19])[CH:16]=[CH:15][CH:14]=2)[CH2:8][CH2:7]1.C(N(CC)CC)C. Product: [CH3:5][N:6]1[CH2:7][CH2:8][CH:9]([O:12][C:13]2[N:18]=[C:17]([NH:19][C:1](=[O:3])[CH3:2])[CH:16]=[CH:15][CH:14]=2)[CH2:10][CH2:11]1. The catalyst class is: 1.